From a dataset of Forward reaction prediction with 1.9M reactions from USPTO patents (1976-2016). Predict the product of the given reaction. (1) Given the reactants [CH3:1][N:2]([CH3:17])[CH2:3][CH2:4][CH2:5][C:6]1[C:14]2[CH2:13][CH2:12][CH2:11][CH2:10][C:9]=2[NH:8][C:7]=1[CH:15]=[O:16].N1C[CH2:22][O:21][CH2:20]C1, predict the reaction product. The product is: [N:2]1([CH2:3][CH2:4][CH2:5][C:6]2[C:14]3[CH2:13][CH2:12][CH2:11][CH2:10][C:9]=3[NH:8][C:7]=2[CH:15]=[O:16])[CH2:1][CH2:22][O:21][CH2:20][CH2:17]1. (2) Given the reactants C([O:8][C:9](=[O:22])[C:10]1[CH:15]=[CH:14][C:13]([N:16]2[CH2:21][CH2:20][NH:19][CH2:18][CH2:17]2)=[CH:12][CH:11]=1)C1C=CC=CC=1.Cl[C:24]1[CH:43]=[CH:42][C:27]([C:28]([NH:30][C:31]2[CH:36]=[CH:35][C:34]([C:37]([F:40])([F:39])[F:38])=[CH:33][C:32]=2[F:41])=[O:29])=[CH:26][N:25]=1.C1(NC(C2C=CC(N3CCN(C4C=CC(C(O)=O)=CC=4)CC3)=NC=2)=O)C=CC=CC=1, predict the reaction product. The product is: [F:41][C:32]1[CH:33]=[C:34]([C:37]([F:40])([F:39])[F:38])[CH:35]=[CH:36][C:31]=1[NH:30][C:28]([C:27]1[CH:42]=[CH:43][C:24]([N:19]2[CH2:18][CH2:17][N:16]([C:13]3[CH:12]=[CH:11][C:10]([C:9]([OH:8])=[O:22])=[CH:15][CH:14]=3)[CH2:21][CH2:20]2)=[N:25][CH:26]=1)=[O:29]. (3) Given the reactants FC(F)(F)S(O[C:7]1[CH2:12][CH2:11][CH:10]([O:13][CH:14]([CH3:16])[CH3:15])[CH2:9][CH:8]=1)(=O)=O.[B:19]1([B:19]2[O:23][C:22]([CH3:25])([CH3:24])[C:21]([CH3:27])([CH3:26])[O:20]2)[O:23][C:22]([CH3:25])([CH3:24])[C:21]([CH3:27])([CH3:26])[O:20]1.C([O-])(=O)C.[K+].C(Cl)Cl, predict the reaction product. The product is: [CH:14]([O:13][CH:10]1[CH2:11][CH2:12][C:7]([B:19]2[O:23][C:22]([CH3:25])([CH3:24])[C:21]([CH3:27])([CH3:26])[O:20]2)=[CH:8][CH2:9]1)([CH3:16])[CH3:15]. (4) Given the reactants [Cl:1][C:2]1[CH:3]=[C:4]([CH:16]=[CH:17][CH:18]=1)[CH2:5][NH:6][CH:7]([C:10]1[CH:15]=[CH:14][CH:13]=[CH:12][CH:11]=1)[CH2:8][NH2:9].C(N(CC)CC)C.Cl[C:27](Cl)([O:29]C(=O)OC(Cl)(Cl)Cl)Cl, predict the reaction product. The product is: [Cl:1][C:2]1[CH:3]=[C:4]([CH:16]=[CH:17][CH:18]=1)[CH2:5][N:6]1[CH:7]([C:10]2[CH:11]=[CH:12][CH:13]=[CH:14][CH:15]=2)[CH2:8][NH:9][C:27]1=[O:29]. (5) The product is: [CH2:13]([N:11]1[CH:12]=[C:8]([C:6](=[O:7])[N:5]([CH2:1][CH2:2][CH2:3][CH3:4])[CH2:45][CH2:46][CH2:47][CH3:48])[N:9]=[C:10]1[C:21]1[CH:30]=[CH:29][C:24]([C:25]([O:27][CH3:28])=[O:26])=[CH:23][C:22]=1[C:31]([N:33]1[C@H:42]([CH2:43][OH:44])[CH2:41][C:40]2[C:35](=[CH:36][CH:37]=[CH:38][CH:39]=2)[CH2:34]1)=[O:32])[C:64]1[CH:69]=[CH:68][CH:67]=[CH:66][CH:65]=1. Given the reactants [CH2:1]([N:5]([CH2:45][CH2:46][CH2:47][CH3:48])[C:6]([C:8]1[N:9]=[C:10]([C:21]2[CH:30]=[CH:29][C:24]([C:25]([O:27][CH3:28])=[O:26])=[CH:23][C:22]=2[C:31]([N:33]2[C@H:42]([CH2:43][OH:44])[CH2:41][C:40]3[C:35](=[CH:36][CH:37]=[CH:38][CH:39]=3)[CH2:34]2)=[O:32])[N:11]([CH2:13]CC2C=CC=CC=2)[CH:12]=1)=[O:7])[CH2:2][CH2:3][CH3:4].C(N(CCCC)C(C1N=C([C:64]2[CH:69]=[CH:68][C:67](C(OC)=O)=[CH:66][C:65]=2C(O)=O)N(CCC[C:64]2[CH:69]=[CH:68][CH:67]=[CH:66][CH:65]=2)C=1)=O)CCC, predict the reaction product.